Dataset: Reaction yield outcomes from USPTO patents with 853,638 reactions. Task: Predict the reaction yield, written as a fraction of the theoretical maximum amount of product (1.0 means a 100% yield; for example, 0.34 means a 34% yield). (1) The reactants are [NH2:1][CH2:2][CH2:3][CH2:4][CH2:5][CH2:6][C:7]([OH:9])=[O:8].[C:10](O[C:10](=[O:14])[C:11]([CH3:13])=[CH2:12])(=[O:14])[C:11]([CH3:13])=[CH2:12]. The catalyst is C(O)(=O)C. The product is [C:10]([NH:1][CH2:2][CH2:3][CH2:4][CH2:5][CH2:6][C:7]([OH:9])=[O:8])(=[O:14])[C:11]([CH3:13])=[CH2:12]. The yield is 0.880. (2) The reactants are [C:1]1([S:7](Cl)(=[O:9])=[O:8])[CH:6]=[CH:5][CH:4]=[CH:3][CH:2]=1.[CH3:11][NH:12][CH3:13]. The catalyst is C1COCC1.O. The product is [CH3:11][N:12]([CH3:13])[S:7]([C:1]1[CH:6]=[CH:5][CH:4]=[CH:3][CH:2]=1)(=[O:9])=[O:8]. The yield is 0.970.